Dataset: Peptide-MHC class I binding affinity with 185,985 pairs from IEDB/IMGT. Task: Regression. Given a peptide amino acid sequence and an MHC pseudo amino acid sequence, predict their binding affinity value. This is MHC class I binding data. (1) The peptide sequence is TTTDGYAHV. The MHC is HLA-B57:01 with pseudo-sequence HLA-B57:01. The binding affinity (normalized) is 0.0847. (2) The peptide sequence is RQDILDLWIY. The MHC is HLA-A24:02 with pseudo-sequence HLA-A24:02. The binding affinity (normalized) is 0. (3) The peptide sequence is TGHPWITFK. The MHC is HLA-A03:01 with pseudo-sequence HLA-A03:01. The binding affinity (normalized) is 0.367. (4) The peptide sequence is MTNRQFHQK. The MHC is HLA-A33:01 with pseudo-sequence HLA-A33:01. The binding affinity (normalized) is 0.486. (5) The peptide sequence is RAYHAMSST. The binding affinity (normalized) is 0.362. The MHC is HLA-A30:02 with pseudo-sequence HLA-A30:02. (6) The peptide sequence is LVRGNSPVF. The MHC is HLA-B07:02 with pseudo-sequence HLA-B07:02. The binding affinity (normalized) is 0.773. (7) The peptide sequence is WSDLNTTDF. The MHC is HLA-B08:02 with pseudo-sequence HLA-B08:02. The binding affinity (normalized) is 0.0847.